Dataset: Forward reaction prediction with 1.9M reactions from USPTO patents (1976-2016). Task: Predict the product of the given reaction. (1) Given the reactants C([C@H:3]([S:7]([C:27]1[CH:32]=[CH:31][CH:30]=[CH:29][CH:28]=1)(=[N:9][C:10]([C:12]1[CH:13]=[N:14][CH:15]=[C:16]([C:18]#[C:19][C:20]2[CH:25]=[CH:24][CH:23]=[C:22]([OH:26])[CH:21]=2)[CH:17]=1)=[O:11])=[O:8])[C:4]([O-])=[O:5])C.[CH2:33]([CH2:35][NH2:36])[OH:34], predict the reaction product. The product is: [OH:34][CH2:33][CH2:35][NH:36][C:4](=[O:5])[CH2:3][S:7](=[O:8])([C:27]1[CH:28]=[CH:29][CH:30]=[CH:31][CH:32]=1)=[N:9][C:10](=[O:11])[C:12]1[CH:17]=[C:16]([C:18]#[C:19][C:20]2[CH:25]=[CH:24][CH:23]=[C:22]([OH:26])[CH:21]=2)[CH:15]=[N:14][CH:13]=1. (2) The product is: [CH2:29]([O:28][C:21]1([O:25][CH2:26][CH3:27])[CH2:3][CH:4]([C:6]([O:8][CH2:10][CH3:11])=[O:7])[CH2:5]1)[CH3:30]. Given the reactants O=C1[CH2:5][CH:4]([C:6]([OH:8])=[O:7])[CH2:3]1.O.[CH3:10][C:11]1C=CC(S(O)(=O)=O)=CC=1.[CH:21]([O:28][CH2:29][CH3:30])([O:25][CH2:26][CH3:27])OCC, predict the reaction product.